This data is from Catalyst prediction with 721,799 reactions and 888 catalyst types from USPTO. The task is: Predict which catalyst facilitates the given reaction. (1) Reactant: [F:1][C:2]1[CH:3]=[CH:4][C:5]([NH:12][CH2:13][C:14]([F:17])([F:16])[F:15])=[C:6]([CH:11]=1)[C:7]([O:9]C)=[O:8].[OH-].[Na+]. Product: [F:1][C:2]1[CH:3]=[CH:4][C:5]([NH:12][CH2:13][C:14]([F:15])([F:16])[F:17])=[C:6]([CH:11]=1)[C:7]([OH:9])=[O:8]. The catalyst class is: 1. (2) Reactant: Br[C:2]1[C:11]2[C:6](=[CH:7][CH:8]=[C:9]3[O:15][CH2:14][CH2:13][O:12][C:10]3=2)[N:5]=[CH:4][C:3]=1[Cl:16].O.C([O-])([O-])=O.[K+].[K+].B1(C=C)OB([CH:30]=[CH2:31])OB(C=C)O1.C1C=CN=CC=1. Product: [Cl:16][C:3]1[CH:4]=[N:5][C:6]2[C:11]([C:2]=1[CH:30]=[CH2:31])=[C:10]1[O:12][CH2:13][CH2:14][O:15][C:9]1=[CH:8][CH:7]=2. The catalyst class is: 104. (3) Reactant: Br[C:2]1[C:28]([CH3:29])=[CH:27][C:5]([O:6][C@H:7]2[CH2:11][CH2:10][N:9]([CH:12]3[CH2:17][CH2:16][N:15]([C:18]4[N:23]=[CH:22][C:21]([CH2:24][CH3:25])=[CH:20][N:19]=4)[CH2:14][CH2:13]3)[C:8]2=[O:26])=[C:4]([F:30])[CH:3]=1.[C@@H]1(N)CCCC[C@H]1N.[CH3:39][S:40]([O-:42])=[O:41].[Na+]. Product: [CH2:24]([C:21]1[CH:20]=[N:19][C:18]([N:15]2[CH2:16][CH2:17][CH:12]([N:9]3[CH2:10][CH2:11][C@H:7]([O:6][C:5]4[CH:27]=[C:28]([CH3:29])[C:2]([S:40]([CH3:39])(=[O:42])=[O:41])=[CH:3][C:4]=4[F:30])[C:8]3=[O:26])[CH2:13][CH2:14]2)=[N:23][CH:22]=1)[CH3:25]. The catalyst class is: 16. (4) Reactant: [OH:1][C:2]1[CH:3]=[C:4]([C:8]2[O:9][C:10]([CH3:38])=[C:11]([CH2:13][O:14][C:15]3[CH:35]=[CH:34][C:18]([CH2:19][O:20][C:21]4[C:25]([CH:26]=[O:27])=[CH:24][N:23]([C:28]5[CH:33]=[CH:32][CH:31]=[CH:30][CH:29]=5)[N:22]=4)=[CH:17][C:16]=3[O:36][CH3:37])[N:12]=2)[CH:5]=[CH:6][CH:7]=1.Br[CH2:40][C:41]([O:43][CH3:44])=[O:42].C(=O)([O-])[O-].[K+].[K+].CN(C)C=O. Product: [CH:26]([C:25]1[C:21]([O:20][CH2:19][C:18]2[CH:34]=[CH:35][C:15]([O:14][CH2:13][C:11]3[N:12]=[C:8]([C:4]4[CH:3]=[C:2]([CH:7]=[CH:6][CH:5]=4)[O:1][CH2:40][C:41]([O:43][CH3:44])=[O:42])[O:9][C:10]=3[CH3:38])=[C:16]([O:36][CH3:37])[CH:17]=2)=[N:22][N:23]([C:28]2[CH:29]=[CH:30][CH:31]=[CH:32][CH:33]=2)[CH:24]=1)=[O:27]. The catalyst class is: 6. (5) The catalyst class is: 203. Product: [OH:17][CH2:16][C@:11]([CH3:15])([CH2:10][C@H:9]([NH:18][C:19]([C:21]1[N:22]=[N:23][NH:24][CH:25]=1)=[O:20])[CH2:8][C:5]1[CH:6]=[CH:7][C:2]([C:29]2[CH:30]=[CH:31][CH:32]=[CH:33][C:28]=2[O:27][CH3:26])=[CH:3][CH:4]=1)[C:12]([OH:14])=[O:13]. Reactant: Br[C:2]1[CH:7]=[CH:6][C:5]([CH2:8][C@@H:9]([NH:18][C:19]([C:21]2[N:22]=[N:23][NH:24][CH:25]=2)=[O:20])[CH2:10][C@:11]([CH2:16][OH:17])([CH3:15])[C:12]([OH:14])=[O:13])=[CH:4][CH:3]=1.[CH3:26][O:27][C:28]1[CH:33]=[CH:32][CH:31]=[CH:30][C:29]=1B(O)O.C(=O)([O-])[O-].[Na+].[Na+].O. (6) Reactant: [C:1]([C:4]1[C:22](=[O:23])[C@@:8]2([CH3:24])[C:9]3[C:15]([OH:16])=[CH:14][C:13]([O:17][CH3:18])=[C:12]([C:19]([NH2:21])=[O:20])[C:10]=3[O:11][C:7]2=[CH:6][C:5]=1[OH:25])(=[O:3])[CH3:2].[Cl:26][C:27]1[CH:45]=[C:44]([Cl:46])[CH:43]=[CH:42][C:28]=1[O:29][CH2:30][C:31]1[CH:38]=[C:37]([CH3:39])[C:34]([CH:35]=O)=[C:33]([CH3:40])[C:32]=1[CH3:41].C([SiH](CC)CC)C.FC(F)(F)C(O)=O. Product: [C:1]([C:4]1[C:22](=[O:23])[C@@:8]2([CH3:24])[C:9]3[C:15]([OH:16])=[CH:14][C:13]([O:17][CH3:18])=[C:12]([C:19]([NH:21][CH2:35][C:34]4[C:37]([CH3:39])=[CH:38][C:31]([CH2:30][O:29][C:28]5[CH:42]=[CH:43][C:44]([Cl:46])=[CH:45][C:27]=5[Cl:26])=[C:32]([CH3:41])[C:33]=4[CH3:40])=[O:20])[C:10]=3[O:11][C:7]2=[CH:6][C:5]=1[OH:25])(=[O:3])[CH3:2]. The catalyst class is: 10. (7) Reactant: [CH3:1][C:2]([C@@H:4]1[C@@:8]2([CH3:23])[CH2:9][CH2:10][C@@H:11]3[C@@:16]4([CH3:22])[CH2:17][CH2:18][C@H:19]([OH:21])[CH2:20][C:15]4=[CH:14][CH2:13][C@H:12]3[C@@H:7]2[CH2:6][CH2:5]1)=[O:3].N1C=CN=C1.[CH3:29][C:30]([Si:33](Cl)([C:40]1[CH:45]=[CH:44][CH:43]=[CH:42][CH:41]=1)[C:34]1[CH:39]=[CH:38][CH:37]=[CH:36][CH:35]=1)([CH3:32])[CH3:31]. Product: [Si:33]([O:21][C@@H:19]1[CH2:20][C:15]2[C@@:16]([CH3:22])([CH:11]3[CH:12]([CH2:13][CH:14]=2)[CH:7]2[C@@:8]([CH3:23])([C@@H:4]([C:2](=[O:3])[CH3:1])[CH2:5][CH2:6]2)[CH2:9][CH2:10]3)[CH2:17][CH2:18]1)([C:30]([CH3:32])([CH3:31])[CH3:29])([C:40]1[CH:41]=[CH:42][CH:43]=[CH:44][CH:45]=1)[C:34]1[CH:39]=[CH:38][CH:37]=[CH:36][CH:35]=1. The catalyst class is: 2. (8) Reactant: [CH3:1][O:2][C:3]1[CH:44]=[CH:43][C:6]([CH2:7][N:8]2[CH:12]=[C:11]([C:13]3[C:21]4[C:16](=[N:17][CH:18]=[C:19]([C:22]5[CH:23]=[C:24]([NH:28][S:29]([CH3:32])(=[O:31])=[O:30])[CH:25]=[CH:26][CH:27]=5)[CH:20]=4)[N:15](S(C4C=CC(C)=CC=4)(=O)=O)[CH:14]=3)[CH:10]=[N:9]2)=[CH:5][CH:4]=1.[OH-].[Li+]. Product: [CH3:1][O:2][C:3]1[CH:4]=[CH:5][C:6]([CH2:7][N:8]2[CH:12]=[C:11]([C:13]3[C:21]4[C:16](=[N:17][CH:18]=[C:19]([C:22]5[CH:23]=[C:24]([NH:28][S:29]([CH3:32])(=[O:30])=[O:31])[CH:25]=[CH:26][CH:27]=5)[CH:20]=4)[NH:15][CH:14]=3)[CH:10]=[N:9]2)=[CH:43][CH:44]=1. The catalyst class is: 278. (9) Reactant: [C:1]([O:5][C:6]([N:8]([C:28]([O:30][C:31]([CH3:34])([CH3:33])[CH3:32])=[O:29])[C:9]1[C:23]([N+:24]([O-])=O)=[CH:22][C:12]([O:13][CH2:14][CH2:15][CH2:16][C:17]([O:19][CH2:20][CH3:21])=[O:18])=[CH:11][C:10]=1[CH3:27])=[O:7])([CH3:4])([CH3:3])[CH3:2].[H][H]. Product: [NH2:24][C:23]1[CH:22]=[C:12]([CH:11]=[C:10]([CH3:27])[C:9]=1[N:8]([C:28]([O:30][C:31]([CH3:34])([CH3:33])[CH3:32])=[O:29])[C:6]([O:5][C:1]([CH3:4])([CH3:2])[CH3:3])=[O:7])[O:13][CH2:14][CH2:15][CH2:16][C:17]([O:19][CH2:20][CH3:21])=[O:18]. The catalyst class is: 50.